Dataset: HIV replication inhibition screening data with 41,000+ compounds from the AIDS Antiviral Screen. Task: Binary Classification. Given a drug SMILES string, predict its activity (active/inactive) in a high-throughput screening assay against a specified biological target. (1) The molecule is NCCC=C(c1cc(Cl)c(O)c(C(=O)O)c1)c1cc(Cl)c(O)c(C(=O)O)c1. The result is 1 (active). (2) The drug is Cc1nc(C(N)=S)sc1C(=O)CC(=O)C(=O)Nc1ccc(Br)cc1. The result is 0 (inactive). (3) The molecule is CCCc1cc(=O)oc2c3c(c4c(c12)OC(C)(C)C(O)C4=O)OC(C)C(C)C3O. The result is 0 (inactive). (4) The molecule is O=C(Nc1ccccc1)N1N=C(c2ccccc2)C1c1ccccc1. The result is 0 (inactive). (5) The compound is CC1=C(C(=O)CC(=O)C(=O)Nc2cc(C)ccc2C)Sc2ccccc2N1. The result is 0 (inactive). (6) The drug is COC(=O)C=C(C)C(=O)N(C)c1ccccc1I. The result is 0 (inactive).